The task is: Predict the reactants needed to synthesize the given product.. This data is from Full USPTO retrosynthesis dataset with 1.9M reactions from patents (1976-2016). (1) Given the product [ClH:17].[CH:13]1[CH:12]=[CH:11][C:10]([S:7]([N:21]([C:22]2[CH:27]=[CH:26][CH:25]=[CH:24][CH:23]=2)[C:18]2[C:27]3[C:22](=[CH:23][C:24]([F:29])=[C:25]([I:28])[CH:26]=3)[N:21]=[CH:20][N:19]=2)(=[O:8])=[O:9])=[CH:15][CH:14]=1, predict the reactants needed to synthesize it. The reactants are: C1([S:7]([C:10]2[CH:15]=[CH:14][C:13](N)=[CH:12][CH:11]=2)(=[O:9])=[O:8])C=CC=CC=1.[Cl:17][C:18]1[C:27]2[C:22](=[CH:23][C:24]([F:29])=[C:25]([I:28])[CH:26]=2)[N:21]=[CH:20][N:19]=1. (2) Given the product [CH:2]1([C:25]([NH2:23])=[O:26])[CH2:3][CH2:4][CH2:5][CH2:6][CH2:7]1, predict the reactants needed to synthesize it. The reactants are: F[C:2]1[CH:7]=[C:6](F)[CH:5]=[C:4](F)[C:3]=1N=C=S.CC(C)N=C=NC(C)C.C[N:23]([CH:25]=[O:26])C. (3) Given the product [CH:1]1([N:6]2[CH2:12][C:11]([F:13])([F:14])[C:10](=[O:15])[N:9]([CH3:16])[C:8]3[CH:17]=[N:18][C:19]([NH:21][C:22]4[C:30]([F:31])=[CH:29][C:25]([C:26]([NH:80][CH2:79][CH2:78][N:77]([CH3:81])[CH3:76])=[O:27])=[C:24]([F:32])[CH:23]=4)=[N:20][C:7]2=3)[CH2:5][CH2:4][CH2:3][CH2:2]1, predict the reactants needed to synthesize it. The reactants are: [CH:1]1([N:6]2[CH2:12][C:11]([F:14])([F:13])[C:10](=[O:15])[N:9]([CH3:16])[C:8]3[CH:17]=[N:18][C:19]([NH:21][C:22]4[C:30]([F:31])=[CH:29][C:25]([C:26](O)=[O:27])=[C:24]([F:32])[CH:23]=4)=[N:20][C:7]2=3)[CH2:5][CH2:4][CH2:3][CH2:2]1.ON1C2C=CC=CC=2N=N1.F[P-](F)(F)(F)(F)F.CN(C(N(C)C)=[N+]1C2C=CC=CC=2[N+]([O-])=N1)C.C(N(C(C)C)CC)(C)C.[CH3:76][N:77]([CH3:81])[CH2:78][CH2:79][NH2:80].